The task is: Predict the reaction yield, written as a fraction of the theoretical maximum amount of product (1.0 means a 100% yield; for example, 0.34 means a 34% yield).. This data is from Reaction yield outcomes from USPTO patents with 853,638 reactions. (1) The reactants are [CH:1]1([N:7]2[C:12]([OH:13])=[C:11]([C:14]([NH:16][CH2:17][C:18]([O:20]CC)=[O:19])=[O:15])[C:10](=[O:23])[NH:9][C:8]2=[O:24])[CH2:6][CH2:5][CH2:4][CH2:3][CH2:2]1.C(=O)([O-])[O-].[K+].[K+].[F:31][C:32]1[C:39]([F:40])=[CH:38][CH:37]=[CH:36][C:33]=1[CH2:34]Br.Cl. The catalyst is CC(N(C)C)=O. The product is [CH:1]1([N:7]2[C:12]([OH:13])=[C:11]([C:14]([NH:16][CH2:17][C:18]([OH:20])=[O:19])=[O:15])[C:10](=[O:23])[N:9]([CH2:34][C:33]3[CH:36]=[CH:37][CH:38]=[C:39]([F:40])[C:32]=3[F:31])[C:8]2=[O:24])[CH2:2][CH2:3][CH2:4][CH2:5][CH2:6]1. The yield is 0.320. (2) The reactants are [C:1]([CH2:3][C:4]1[CH:5]=[C:6]([C:10](O)=[O:11])[S:7][C:8]=1[CH3:9])#[N:2]. The catalyst is C1COCC1. The product is [OH:11][CH2:10][C:6]1[S:7][C:8]([CH3:9])=[C:4]([CH2:3][C:1]#[N:2])[CH:5]=1. The yield is 0.414. (3) The reactants are Br[CH2:2][C:3]#[C:4][CH2:5]C.[O:7]=[CH:8][C:9]1[CH:17]=[CH:16][C:14]([OH:15])=[C:11]([O:12][CH3:13])[CH:10]=1.[C:18](=O)([O-])[O-].[K+].[K+]. The catalyst is CC(C)=O. The product is [CH3:18][O:15][C:14]1[CH:16]=[CH:17][C:9]([CH:8]=[O:7])=[CH:10][C:11]=1[O:12][CH2:13][C:2]#[C:3][CH2:4][CH3:5]. The yield is 0.960. (4) The reactants are [CH3:1][O:2][C:3]1[C:11]([CH3:12])=[C:10]2[C:6]([C:7](=[O:13])[O:8][CH2:9]2)=[C:5]([O:14][CH2:15][CH2:16][Si:17]([CH3:20])([CH3:19])[CH3:18])[C:4]=1[CH2:21][CH:22]=[C:23]([CH3:29])[CH2:24][CH2:25][C:26](O)=[O:27].ClC(OCC(C)C)=O.C(N(CC)CC)C.C(O)(=O)C(O)=O.[NH2:51][CH2:52][P:53](=[O:60])([O:57][CH2:58][CH3:59])[O:54][CH2:55][CH3:56]. The catalyst is C1COCC1. The product is [CH2:55]([O:54][P:53]([CH2:52][NH:51][C:26](=[O:27])[CH2:25][CH2:24][C:23]([CH3:29])=[CH:22][CH2:21][C:4]1[C:5]([O:14][CH2:15][CH2:16][Si:17]([CH3:20])([CH3:18])[CH3:19])=[C:6]2[C:10](=[C:11]([CH3:12])[C:3]=1[O:2][CH3:1])[CH2:9][O:8][C:7]2=[O:13])(=[O:60])[O:57][CH2:58][CH3:59])[CH3:56]. The yield is 0.810. (5) The reactants are [CH3:1][S-:2].[Na+].[C:4]([O:8][C:9]([N:11]1[CH2:16][CH2:15][C@H:14](OS(C2C=CC(C)=CC=2)(=O)=O)[C@H:13]([F:28])[CH2:12]1)=[O:10])([CH3:7])([CH3:6])[CH3:5]. The catalyst is CN(C)C=O.C1CCCCC1. The product is [C:4]([O:8][C:9]([N:11]1[CH2:16][CH2:15][C@@H:14]([S:2][CH3:1])[C@H:13]([F:28])[CH2:12]1)=[O:10])([CH3:5])([CH3:6])[CH3:7]. The yield is 0.860. (6) The reactants are C([Si](C)(C)[O:6][C@H:7]([C:25]1[CH:26]=[CH:27][C:28]([NH:31][C:32](=[O:34])[CH3:33])=[N:29][CH:30]=1)[CH2:8][NH:9][CH2:10][CH2:11][O:12][C:13]1[CH:18]=[CH:17][C:16]([C:19]2[N:20]=[C:21]([CH3:24])[S:22][CH:23]=2)=[CH:15][CH:14]=1)(C)(C)C.[F-].C([N+](CCCC)(CCCC)CCCC)CCC. The catalyst is O1CCCC1. The product is [OH:6][C@H:7]([C:25]1[CH:26]=[CH:27][C:28]([NH:31][C:32](=[O:34])[CH3:33])=[N:29][CH:30]=1)[CH2:8][NH:9][CH2:10][CH2:11][O:12][C:13]1[CH:14]=[CH:15][C:16]([C:19]2[N:20]=[C:21]([CH3:24])[S:22][CH:23]=2)=[CH:17][CH:18]=1. The yield is 0.830.